Task: Regression. Given two drug SMILES strings and cell line genomic features, predict the synergy score measuring deviation from expected non-interaction effect.. Dataset: NCI-60 drug combinations with 297,098 pairs across 59 cell lines Drug 1: CC1C(C(=O)NC(C(=O)N2CCCC2C(=O)N(CC(=O)N(C(C(=O)O1)C(C)C)C)C)C(C)C)NC(=O)C3=C4C(=C(C=C3)C)OC5=C(C(=O)C(=C(C5=N4)C(=O)NC6C(OC(=O)C(N(C(=O)CN(C(=O)C7CCCN7C(=O)C(NC6=O)C(C)C)C)C)C(C)C)C)N)C. Drug 2: CC1CCCC2(C(O2)CC(NC(=O)CC(C(C(=O)C(C1O)C)(C)C)O)C(=CC3=CSC(=N3)C)C)C. Cell line: UO-31. Synergy scores: CSS=35.8, Synergy_ZIP=5.09, Synergy_Bliss=9.60, Synergy_Loewe=2.63, Synergy_HSA=1.76.